Task: Predict the product of the given reaction.. Dataset: Forward reaction prediction with 1.9M reactions from USPTO patents (1976-2016) (1) Given the reactants [CH3:1][C:2]1[S:13][C:5]2[CH2:6][N:7]([CH3:12])[CH2:8][CH2:9][CH:10]([OH:11])[C:4]=2[CH:3]=1.F[C:15]1[CH:24]=[CH:23][C:22]2[C:17](=[CH:18][CH:19]=[CH:20][CH:21]=2)[CH:16]=1, predict the reaction product. The product is: [CH3:1][C:2]1[S:13][C:5]2[CH2:6][N:7]([CH3:12])[CH2:8][CH2:9][CH:10]([O:11][C:15]3[CH:24]=[CH:23][C:22]4[C:17](=[CH:18][CH:19]=[CH:20][CH:21]=4)[CH:16]=3)[C:4]=2[CH:3]=1. (2) Given the reactants [Cl:1][C:2]1[CH:7]=[CH:6][C:5]([NH:8][C:9]([C:11]2[CH:12]=[CH:13][C:14]([N:18]3[CH2:23][CH2:22][N:21](C(OC(C)(C)C)=O)[CH2:20][CH2:19]3)=[N:15][C:16]=2[CH3:17])=[O:10])=[CH:4][C:3]=1[C:31]1[CH:36]=[CH:35][CH:34]=[CH:33][N:32]=1.C(O)(C(F)(F)F)=O.O, predict the reaction product. The product is: [Cl:1][C:2]1[CH:7]=[CH:6][C:5]([NH:8][C:9](=[O:10])[C:11]2[CH:12]=[CH:13][C:14]([N:18]3[CH2:23][CH2:22][NH:21][CH2:20][CH2:19]3)=[N:15][C:16]=2[CH3:17])=[CH:4][C:3]=1[C:31]1[CH:36]=[CH:35][CH:34]=[CH:33][N:32]=1.